From a dataset of Forward reaction prediction with 1.9M reactions from USPTO patents (1976-2016). Predict the product of the given reaction. (1) Given the reactants [NH2:1][C:2]1[C:3]([NH:16][C@@H:17]2[CH2:22][CH2:21][C@H:20]([C:23]([NH:25][CH:26]([CH3:28])[CH3:27])=[O:24])[CH2:19][CH2:18]2)=[CH:4][C:5]([O:8][CH:9]2[CH2:14][CH2:13][N:12]([CH3:15])[CH2:11][CH2:10]2)=[N:6][CH:7]=1.[F:29][C:30]1[CH:64]=[CH:63][C:33]([C:34](/[N:36]=[C:37]2/N([C@H]3CC[C@@H](C(=O)NC(C)C)CC3)C3C=C(OCCOC)N=CC=3N/2)=[O:35])=[CH:32][CH:31]=1, predict the reaction product. The product is: [F:29][C:30]1[CH:31]=[CH:32][C:33]([C:34](/[N:36]=[C:37]2/[N:16]([C@H:17]3[CH2:22][CH2:21][C@@H:20]([C:23](=[O:24])[NH:25][CH:26]([CH3:28])[CH3:27])[CH2:19][CH2:18]3)[C:3]3[CH:4]=[C:5]([O:8][CH:9]4[CH2:10][CH2:11][N:12]([CH3:15])[CH2:13][CH2:14]4)[N:6]=[CH:7][C:2]=3[NH:1]/2)=[O:35])=[CH:63][CH:64]=1. (2) Given the reactants [CH3:1][CH:2]1[C:7](=O)[CH2:6][CH2:5][CH2:4][C:3]1=[O:9].[N:10]1[C:19]2[C:14](=[CH:15][CH:16]=[CH:17][CH:18]=2)[CH:13]=[C:12]([NH2:20])[CH:11]=1, predict the reaction product. The product is: [CH3:1][C:2]1[C:3](=[O:9])[CH2:4][CH2:5][CH2:6][C:7]=1[NH:20][C:12]1[CH:11]=[N:10][C:19]2[C:14]([CH:13]=1)=[CH:15][CH:16]=[CH:17][CH:18]=2. (3) Given the reactants [Cl:1][C:2]1[CH:10]=[CH:9][C:5]([C:6]([NH2:8])=[O:7])=[CH:4][CH:3]=1.[CH3:11][S:12][CH2:13][CH2:14][CH:15]=O.[NH:17]1[C:21]2[CH:22]=[CH:23][CH:24]=[CH:25][C:20]=2[N:19]=[N:18]1.C1(C)C=CC(S(O)(=O)=O)=CC=1, predict the reaction product. The product is: [N:17]1([CH:15]([NH:8][C:6](=[O:7])[C:5]2[CH:9]=[CH:10][C:2]([Cl:1])=[CH:3][CH:4]=2)[CH2:14][CH2:13][S:12][CH3:11])[C:21]2[CH:22]=[CH:23][CH:24]=[CH:25][C:20]=2[N:19]=[N:18]1. (4) Given the reactants [Cr](O[Cr]([O-])(=O)=O)([O-])(=O)=O.[NH+]1C=CC=CC=1.[NH+]1C=CC=CC=1.[F:22][C:23]1[CH:28]=[CH:27][CH:26]=[C:25]([F:29])[C:24]=1[C@H:30]1[CH2:36][NH:35]/[C:34](=[N:37]\[CH2:38][CH:39](O)[CH2:40][C:41]([F:44])([F:43])[F:42])/[C@H:33]([NH:46][C:47](=[O:53])[O:48][C:49]([CH3:52])([CH3:51])[CH3:50])[CH2:32][CH2:31]1, predict the reaction product. The product is: [F:22][C:23]1[CH:28]=[CH:27][CH:26]=[C:25]([F:29])[C:24]=1[C@H:30]1[CH2:36][N:35]2[C:39]([CH2:40][C:41]([F:44])([F:43])[F:42])=[CH:38][N:37]=[C:34]2[C@H:33]([NH:46][C:47](=[O:53])[O:48][C:49]([CH3:52])([CH3:51])[CH3:50])[CH2:32][CH2:31]1. (5) Given the reactants [NH2:1][CH2:2][C:3]1[C:8]([CH2:9][CH3:10])=[N:7][C:6]2[N:11]([CH2:14][CH3:15])[N:12]=[CH:13][C:5]=2[C:4]=1[NH:16][CH:17]1[CH2:22][CH2:21][O:20][CH2:19][CH2:18]1.[C:23]([NH:26][C:27]1[CH:35]=[CH:34][C:30]([C:31](Cl)=[O:32])=[CH:29][CH:28]=1)(=[O:25])[CH3:24].CCN(C(C)C)C(C)C, predict the reaction product. The product is: [C:23]([NH:26][C:27]1[CH:35]=[CH:34][C:30]([C:31]([NH:1][CH2:2][C:3]2[C:4]([NH:16][CH:17]3[CH2:18][CH2:19][O:20][CH2:21][CH2:22]3)=[C:5]3[CH:13]=[N:12][N:11]([CH2:14][CH3:15])[C:6]3=[N:7][C:8]=2[CH2:9][CH3:10])=[O:32])=[CH:29][CH:28]=1)(=[O:25])[CH3:24]. (6) The product is: [NH2:1][C:2]1[NH:3][C:4](=[O:22])[C:5]2[C:10]([CH2:11][CH2:12][C:13]3[CH:14]=[CH:15][C:16]([C:35]([NH:34][C@H:51]([C:49]([O:48][CH2:47][C:44]4[CH:45]=[CH:46][CH:41]=[CH:42][CH:43]=4)=[O:50])[CH2:52][CH2:53][C:54]([OH:56])=[O:55])=[O:37])=[CH:20][CH:21]=3)=[CH:9][NH:8][C:6]=2[N:7]=1. Given the reactants [NH2:1][C:2]1[NH:7][C:6]2[NH:8][CH:9]=[C:10]([CH2:11][CH2:12][C:13]3[CH:21]=[CH:20][C:16](C(O)=O)=[CH:15][CH:14]=3)[C:5]=2[C:4](=[O:22])[N:3]=1.CN1CCOCC1.ClC1N=[C:35]([O:37]C)[N:34]=C(OC)N=1.[CH:41]1[CH:46]=[CH:45][C:44]([CH2:47][O:48][C:49]([CH2:51][CH2:52][C@H:53](N)[C:54]([OH:56])=[O:55])=[O:50])=[CH:43][CH:42]=1, predict the reaction product.